This data is from HIV replication inhibition screening data with 41,000+ compounds from the AIDS Antiviral Screen. The task is: Binary Classification. Given a drug SMILES string, predict its activity (active/inactive) in a high-throughput screening assay against a specified biological target. The molecule is COC12COC(=O)C1C(c1ccc3c(c1)OCO3)c1cc3c(cc1O2)OCO3. The result is 0 (inactive).